Dataset: Forward reaction prediction with 1.9M reactions from USPTO patents (1976-2016). Task: Predict the product of the given reaction. (1) Given the reactants [F:1][C:2]1[CH:34]=[CH:33][CH:32]=[C:31]([NH:35][C:36](=[O:57])[C@@H:37]([NH:52][C:53]([O:55][CH3:56])=[O:54])[C@@H:38]([C:45]2[CH:50]=[CH:49][C:48]([F:51])=[CH:47][CH:46]=2)[CH:39]2[CH2:44][CH2:43][O:42][CH2:41][CH2:40]2)[C:3]=1[CH2:4][CH2:5][C@@H:6]1[N:14]([S:15]([C:18]2[CH:23]=[CH:22][CH:21]=[CH:20][CH:19]=2)(=[O:17])=[O:16])[CH2:13][C:10]2([CH2:12][CH2:11]2)[CH2:9][N:8](C(OC(C)(C)C)=O)[CH2:7]1.FC(F)(F)C(O)=O, predict the reaction product. The product is: [F:1][C:2]1[C:3]([CH2:4][CH2:5][C@H:6]2[CH2:7][NH:8][CH2:9][C:10]3([CH2:11][CH2:12]3)[CH2:13][N:14]2[S:15]([C:18]2[CH:19]=[CH:20][CH:21]=[CH:22][CH:23]=2)(=[O:17])=[O:16])=[C:31]([NH:35][C:36](=[O:57])[C@@H:37]([NH:52][C:53](=[O:54])[O:55][CH3:56])[C@@H:38]([C:45]2[CH:46]=[CH:47][C:48]([F:51])=[CH:49][CH:50]=2)[CH:39]2[CH2:44][CH2:43][O:42][CH2:41][CH2:40]2)[CH:32]=[CH:33][CH:34]=1. (2) Given the reactants [C:1]([O:4][C@@H:5]1[C@@H:10]([O:11][C:12](=[O:14])[CH3:13])[C@H:9]([O:15][C:16](=[O:18])[CH3:17])[C@@H:8]([CH2:19][O:20][C:21](=[O:23])[CH3:22])[O:7][C@@H:6]1Br)(=[O:3])[CH3:2].[N-:25]=[N+:26]=[N-:27].[Na+], predict the reaction product. The product is: [C:1]([O:4][C@@H:5]1[C@@H:10]([O:11][C:12](=[O:14])[CH3:13])[C@H:9]([O:15][C:16](=[O:18])[CH3:17])[C@@H:8]([CH2:19][O:20][C:21](=[O:23])[CH3:22])[O:7][C@H:6]1[N:25]=[N+:26]=[N-:27])(=[O:3])[CH3:2].